This data is from Peptide-MHC class I binding affinity with 185,985 pairs from IEDB/IMGT. The task is: Regression. Given a peptide amino acid sequence and an MHC pseudo amino acid sequence, predict their binding affinity value. This is MHC class I binding data. (1) The peptide sequence is KFKPRFAGV. The MHC is HLA-A03:01 with pseudo-sequence HLA-A03:01. The binding affinity (normalized) is 0.0847. (2) The peptide sequence is FTFTIYTDEV. The MHC is HLA-A02:01 with pseudo-sequence HLA-A02:01. The binding affinity (normalized) is 0.458. (3) The peptide sequence is VRRHRILDTYL. The MHC is Mamu-B08 with pseudo-sequence Mamu-B08. The binding affinity (normalized) is 0.505. (4) The peptide sequence is TQMKSLVTK. The MHC is HLA-A31:01 with pseudo-sequence HLA-A31:01. The binding affinity (normalized) is 0.497. (5) The peptide sequence is ILPVIFLSI. The MHC is Mamu-A02 with pseudo-sequence Mamu-A02. The binding affinity (normalized) is 0. (6) The peptide sequence is GMDPRMCSL. The MHC is HLA-B08:02 with pseudo-sequence HLA-B08:02. The binding affinity (normalized) is 0.0847. (7) The peptide sequence is QRHPNFPSK. The MHC is HLA-B48:01 with pseudo-sequence HLA-B48:01. The binding affinity (normalized) is 0.0847. (8) The peptide sequence is IPISGRITA. The MHC is HLA-A69:01 with pseudo-sequence HLA-A69:01. The binding affinity (normalized) is 0.0847. (9) The peptide sequence is AQPTSWPL. The MHC is Mamu-A01 with pseudo-sequence Mamu-A01. The binding affinity (normalized) is 0.370. (10) The peptide sequence is TKHLCRLI. The MHC is Mamu-B03 with pseudo-sequence Mamu-B03. The binding affinity (normalized) is 0.